Dataset: Reaction yield outcomes from USPTO patents with 853,638 reactions. Task: Predict the reaction yield, written as a fraction of the theoretical maximum amount of product (1.0 means a 100% yield; for example, 0.34 means a 34% yield). The reactants are [OH:1][C:2]1[CH:3]=[C:4]([CH:13]=[CH:14][CH:15]=1)[C:5]([C:7]1[CH:12]=[CH:11][CH:10]=[CH:9][CH:8]=1)=O.[CH:16]([NH2:18])=[O:17]. The catalyst is O. The product is [OH:1][C:2]1[CH:3]=[C:4]([CH:5]([C:7]2[CH:12]=[CH:11][CH:10]=[CH:9][CH:8]=2)[NH:18][CH:16]=[O:17])[CH:13]=[CH:14][CH:15]=1. The yield is 1.18.